Dataset: Catalyst prediction with 721,799 reactions and 888 catalyst types from USPTO. Task: Predict which catalyst facilitates the given reaction. (1) Reactant: [Cl:1][C:2]1[CH:7]=[CH:6][CH:5]=[CH:4][C:3]=1[NH:8][C:9]1[C:18]2[C:13](=[CH:14][CH:15]=[CH:16][CH:17]=2)[N:12]2[N:19]=[CH:20][C:21]([C:22](O)=[O:23])=[C:11]2[N:10]=1.C1C=CC2N(O)N=[N:31]C=2C=1.CCN=C=NCCCN(C)C.[Cl-].[NH4+].CCN(C(C)C)C(C)C.CCN(C(C)C)C(C)C.[Cl-].[NH4+].C1C=CC2N(O)N=NC=2C=1.CCN=C=NCCCN(C)C. Product: [Cl:1][C:2]1[CH:7]=[CH:6][CH:5]=[CH:4][C:3]=1[NH:8][C:9]1[C:18]2[C:13](=[CH:14][CH:15]=[CH:16][CH:17]=2)[N:12]2[N:19]=[CH:20][C:21]([C:22]([NH2:31])=[O:23])=[C:11]2[N:10]=1. The catalyst class is: 12. (2) Reactant: [Cl:1][C:2]1[CH:7]=[CH:6][C:5]([CH:8]([C:33]2[CH:38]=[CH:37][C:36]([Cl:39])=[CH:35][CH:34]=2)[N:9]2[CH2:12][C:11](=[C:13]([C:18]3[CH:23]=[CH:22][CH:21]=[C:20]([CH2:24][O:25][Si](C(C)(C)C)(C)C)[CH:19]=3)[S:14]([CH3:17])(=[O:16])=[O:15])[CH2:10]2)=[CH:4][CH:3]=1.[F-].C([N+](CCCC)(CCCC)CCCC)CCC. The catalyst class is: 217. Product: [Cl:1][C:2]1[CH:7]=[CH:6][C:5]([CH:8]([C:33]2[CH:34]=[CH:35][C:36]([Cl:39])=[CH:37][CH:38]=2)[N:9]2[CH2:12][C:11](=[C:13]([C:18]3[CH:23]=[CH:22][CH:21]=[C:20]([CH2:24][OH:25])[CH:19]=3)[S:14]([CH3:17])(=[O:16])=[O:15])[CH2:10]2)=[CH:4][CH:3]=1. (3) Reactant: [CH3:1][O:2][C:3](=[O:13])[C:4]1[C:9]([CH3:10])=[CH:8][C:7]([Br:11])=[CH:6][C:5]=1[CH3:12].[Br:14]NC(=O)CCC(N)=O.C(OOC(=O)C1C=CC=CC=1)(=O)C1C=CC=CC=1. Product: [CH3:1][O:2][C:3](=[O:13])[C:4]1[C:5]([CH3:12])=[CH:6][C:7]([Br:11])=[CH:8][C:9]=1[CH2:10][Br:14]. The catalyst class is: 53. (4) Reactant: O[C:2]1[C:7]2[O:8][C:9]3[CH:14]=[CH:13][CH:12]=[CH:11][C:10]=3[C:6]=2[C:5]([CH:15]=[O:16])=[CH:4][CH:3]=1.[C:17](=O)([O-])[O-:18].[K+].[K+].[CH2:23]([O:25][C:26](=[O:29])CBr)[CH3:24]. Product: [CH2:23]([O:25][CH2:26][O:29][C:17]([C:2]1[C:7]2[O:8][C:9]3[CH:14]=[CH:13][CH:12]=[CH:11][C:10]=3[C:6]=2[C:5]([CH:15]=[O:16])=[CH:4][CH:3]=1)=[O:18])[CH3:24]. The catalyst class is: 18. (5) Reactant: [BH4-].[Na+].[O:3]([C:21]1[CH:28]=[C:27]([O:29][CH3:30])[C:24]([CH:25]=[O:26])=[C:23]([O:31][CH3:32])[CH:22]=1)[Si:4]([C:17]([CH3:20])([CH3:19])[CH3:18])([C:11]1[CH:16]=[CH:15][CH:14]=[CH:13][CH:12]=1)[C:5]1[CH:10]=[CH:9][CH:8]=[CH:7][CH:6]=1.O. Product: [O:3]([C:21]1[CH:22]=[C:23]([O:31][CH3:32])[C:24]([CH2:25][OH:26])=[C:27]([O:29][CH3:30])[CH:28]=1)[Si:4]([C:17]([CH3:20])([CH3:19])[CH3:18])([C:11]1[CH:12]=[CH:13][CH:14]=[CH:15][CH:16]=1)[C:5]1[CH:6]=[CH:7][CH:8]=[CH:9][CH:10]=1. The catalyst class is: 7. (6) Reactant: [CH3:1][O:2][C:3]1[CH:4]=[C:5]([NH:12][C@H:13]2[CH2:17][CH2:16][N:15]([CH2:18][CH2:19][O:20][CH3:21])[CH2:14]2)[CH:6]=[CH:7][C:8]=1[N+:9]([O-:11])=[O:10].[H-].[Na+].[CH3:24]I. Product: [CH3:1][O:2][C:3]1[CH:4]=[C:5]([N:12]([CH3:24])[C@H:13]2[CH2:17][CH2:16][N:15]([CH2:18][CH2:19][O:20][CH3:21])[CH2:14]2)[CH:6]=[CH:7][C:8]=1[N+:9]([O-:11])=[O:10]. The catalyst class is: 3.